This data is from Reaction yield outcomes from USPTO patents with 853,638 reactions. The task is: Predict the reaction yield, written as a fraction of the theoretical maximum amount of product (1.0 means a 100% yield; for example, 0.34 means a 34% yield). (1) The reactants are Cl.[N:2]1[CH:7]=[C:6]([CH2:8][O:9][C:10]2[CH:15]=[CH:14][C:13]([CH2:16][C:17]([OH:19])=O)=[CH:12][CH:11]=2)[CH:5]=[N:4][CH:3]=1.[Cl:20][C:21]1[CH:26]=[C:25]([CH3:27])[CH:24]=[CH:23][C:22]=1[CH:28]([C:30]1[CH:35]=[CH:34][CH:33]=[CH:32][CH:31]=1)[NH2:29]. No catalyst specified. The product is [Cl:20][C:21]1[CH:26]=[C:25]([CH3:27])[CH:24]=[CH:23][C:22]=1[CH:28]([C:30]1[CH:31]=[CH:32][CH:33]=[CH:34][CH:35]=1)[NH:29][C:17](=[O:19])[CH2:16][C:13]1[CH:12]=[CH:11][C:10]([O:9][CH2:8][C:6]2[CH:5]=[N:4][CH:3]=[N:2][CH:7]=2)=[CH:15][CH:14]=1. The yield is 0.400. (2) The reactants are [Cl:1][C:2]1[CH:7]=[C:6]([Cl:8])[CH:5]=[CH:4][C:3]=1[S:9]([C:11]1[S:15][C:14]([C:16](=[O:18])[CH3:17])=[CH:13][C:12]=1[N+:19]([O-:21])=[O:20])=[O:10].ClC1C=C(C=CC=1)C(OO)=[O:27]. The catalyst is ClCCl. The product is [Cl:1][C:2]1[CH:7]=[C:6]([Cl:8])[CH:5]=[CH:4][C:3]=1[S:9]([C:11]1[S:15][C:14]([C:16](=[O:18])[CH3:17])=[CH:13][C:12]=1[N+:19]([O-:21])=[O:20])(=[O:27])=[O:10]. The yield is 0.720. (3) The reactants are [C:1]([C:3]1[C:4](CC2C(C(C)C)=C(OC)N=C(OC)N=2)=[C:5]([CH:10]=[CH:11][C:12]#[N:13])[CH:6]=[C:7]([CH3:9])[CH:8]=1)#N.Cl[C:29]1C(C(C)C)=C(OC)N=C(OC)[N:30]=1.BrCC1C=C(C=CC#N)C=C(C)C=1.[H-].[Na+].[Cl-].[NH4+]. The catalyst is CN(C=O)C. The product is [C:29]([CH2:1][C:3]1[CH:4]=[C:5]([CH:10]=[CH:11][C:12]#[N:13])[CH:6]=[C:7]([CH3:9])[CH:8]=1)#[N:30]. The yield is 0.160. (4) The reactants are C[O:2][C:3]([CH:5]1[CH:9]([C:10]2[CH:15]=[CH:14][CH:13]=[C:12]([Cl:16])[C:11]=2[F:17])[C:8]([C:20]2[CH:25]=[CH:24][C:23]([Cl:26])=[CH:22][C:21]=2[F:27])([C:18]#[N:19])[CH:7]([CH2:28][C:29]([CH3:32])([CH3:31])[CH3:30])[N:6]1[CH:33]=[O:34])=[O:4].[OH-].[Na+].Cl. The catalyst is O1CCCC1. The product is [Cl:16][C:12]1[C:11]([F:17])=[C:10]([CH:9]2[C:8]([C:20]3[CH:25]=[CH:24][C:23]([Cl:26])=[CH:22][C:21]=3[F:27])([C:18]#[N:19])[CH:7]([CH2:28][C:29]([CH3:32])([CH3:31])[CH3:30])[N:6]([CH:33]=[O:34])[CH:5]2[C:3]([OH:4])=[O:2])[CH:15]=[CH:14][CH:13]=1. The yield is 0.900. (5) The catalyst is CO. The product is [CH3:22][O:21][CH2:20][CH2:19][NH:18][C:16]([C:14]1[C:13]([C:23]2[CH:28]=[CH:27][C:26]([N+:29]([O-:31])=[O:30])=[CH:25][CH:24]=2)=[C:12]2[N:11]([CH:15]=1)[N:10]=[CH:9][N:8]=[C:7]2[NH:6][C:34](=[O:35])[O:45][CH2:46][CH2:47][Si:48]([CH3:51])([CH3:50])[CH3:49])=[O:17]. The reactants are CN(C=O)C.[NH2:6][C:7]1[C:12]2=[C:13]([C:23]3[CH:28]=[CH:27][C:26]([N+:29]([O-:31])=[O:30])=[CH:25][CH:24]=3)[C:14]([C:16]([NH:18][CH2:19][CH2:20][O:21][CH3:22])=[O:17])=[CH:15][N:11]2[N:10]=[CH:9][N:8]=1.[H-].[Na+].[C:34](=O)([O:45][CH2:46][CH2:47][Si:48]([CH3:51])([CH3:50])[CH3:49])[O:35]C1C=CC([N+]([O-])=O)=CC=1. The yield is 0.630. (6) The reactants are [F:1][C:2]1[CH:3]=[C:4]([CH:14]([NH:16][C:17]([C:19]2[N:20]=[C:21](Cl)[O:22][CH:23]=2)=[O:18])[CH3:15])[CH:5]=[C:6]([F:13])[C:7]=1[NH:8][S:9]([CH3:12])(=[O:11])=[O:10].[CH3:25][O:26][C:27]1[CH:28]=[C:29](B(O)O)[CH:30]=[CH:31][CH:32]=1. No catalyst specified. The product is [F:1][C:2]1[CH:3]=[C:4]([CH:14]([NH:16][C:17]([C:19]2[N:20]=[C:21]([C:31]3[CH:30]=[CH:29][CH:28]=[C:27]([O:26][CH3:25])[CH:32]=3)[O:22][CH:23]=2)=[O:18])[CH3:15])[CH:5]=[C:6]([F:13])[C:7]=1[NH:8][S:9]([CH3:12])(=[O:11])=[O:10]. The yield is 0.100.